From a dataset of Reaction yield outcomes from USPTO patents with 853,638 reactions. Predict the reaction yield, written as a fraction of the theoretical maximum amount of product (1.0 means a 100% yield; for example, 0.34 means a 34% yield). The reactants are C(OP([CH2:9][C:10]([O:12][CH2:13][CH3:14])=[O:11])(OCC)=O)C.[H-].[Na+].[CH2:17]([O:21][C:22]1[CH:26]=[C:25]([CH:27]=O)[N:24]([CH2:29][C:30]2[CH:35]=[CH:34][C:33]([Cl:36])=[CH:32][C:31]=2[Cl:37])[N:23]=1)[CH2:18][CH2:19][CH3:20]. The catalyst is CN(C)C=O.O1CCCC1. The product is [CH2:17]([O:21][C:22]1[CH:26]=[C:25](/[CH:27]=[CH:9]/[C:10]([O:12][CH2:13][CH3:14])=[O:11])[N:24]([CH2:29][C:30]2[CH:35]=[CH:34][C:33]([Cl:36])=[CH:32][C:31]=2[Cl:37])[N:23]=1)[CH2:18][CH2:19][CH3:20]. The yield is 1.00.